From a dataset of Reaction yield outcomes from USPTO patents with 853,638 reactions. Predict the reaction yield, written as a fraction of the theoretical maximum amount of product (1.0 means a 100% yield; for example, 0.34 means a 34% yield). (1) The reactants are [N:1]12[CH2:8][CH2:7][CH:4]([CH2:5][CH2:6]1)[C:3](=[O:9])[CH2:2]2.[CH:10]([Mg]Br)=[CH2:11].Cl.[OH-].[Na+]. The catalyst is O1CCCC1. The product is [CH:10]([C:3]1([OH:9])[CH:4]2[CH2:7][CH2:8][N:1]([CH2:6][CH2:5]2)[CH2:2]1)=[CH2:11]. The yield is 0.540. (2) The yield is 0.320. The catalyst is C([O-])(O)=O.[Na+]. The product is [NH2:1][C:2]1[N:7]=[CH:6][N:5]=[C:4]2[N:8]([C@@H:25]3[CH2:30][CH2:29][CH2:28][N:27]([C:31]([C:32](=[CH:47][C:43]([N:40]4[CH2:41][CH2:42][CH:37]([OH:36])[CH2:38][CH2:39]4)([CH3:44])[CH3:46])[C:33]#[N:34])=[O:35])[CH2:26]3)[N:9]=[C:10]([C:11]3[CH:16]=[CH:15][C:14]([O:17][C:18]4[CH:19]=[CH:20][CH:21]=[CH:22][CH:23]=4)=[CH:13][C:12]=3[F:24])[C:3]=12. The reactants are [NH2:1][C:2]1[N:7]=[CH:6][N:5]=[C:4]2[N:8]([C@@H:25]3[CH2:30][CH2:29][CH2:28][N:27]([C:31](=[O:35])[CH2:32][C:33]#[N:34])[CH2:26]3)[N:9]=[C:10]([C:11]3[CH:16]=[CH:15][C:14]([O:17][C:18]4[CH:23]=[CH:22][CH:21]=[CH:20][CH:19]=4)=[CH:13][C:12]=3[F:24])[C:3]=12.[OH:36][CH:37]1[CH2:42][CH2:41][N:40]([C:43]([CH3:47])([CH3:46])[CH:44]=O)[CH2:39][CH2:38]1.N1CCCC1.C(Cl)Cl. (3) The reactants are [O:1]=[C:2]1[N:7]([CH2:8][C:9]([O:11]CC)=[O:10])[CH2:6][C:5]2([CH2:18][CH2:17][CH2:16][CH2:15][CH2:14]2)[N:4]([C:19]2[CH:24]=[CH:23][CH:22]=[CH:21][CH:20]=2)[CH2:3]1.[OH-].[Na+].O=C1NCC2(CCCCC2)N(C2C=CC=CC=2)C1CC(O)=O. The catalyst is O1CCCC1. The product is [O:1]=[C:2]1[N:7]([CH2:8][C:9]([OH:11])=[O:10])[CH2:6][C:5]2([CH2:14][CH2:15][CH2:16][CH2:17][CH2:18]2)[N:4]([C:19]2[CH:24]=[CH:23][CH:22]=[CH:21][CH:20]=2)[CH2:3]1. The yield is 0.890. (4) The reactants are [C:1]([O:5][C:6]([N:8]1[C:12]([CH3:14])([CH3:13])[CH2:11][CH2:10][C@H:9]1[C@H:15]([C:19]1[CH:24]=[CH:23][C:22]([C:25]([F:28])([F:27])[F:26])=[CH:21][C:20]=1[F:29])C(O)=O)=[O:7])([CH3:4])([CH3:3])[CH3:2].C1C=CC=CC=1.C1(P(N=[N+]=[N-])(C2C=CC=CC=2)=O)C=CC=CC=1.[O:53]1[CH2:58][CH2:57][CH:56]([NH:59][C:60]2[N:61]=[CH:62][C:63]3[CH2:69][CH2:68][NH:67][CH2:66][C:64]=3[N:65]=2)[CH2:55][CH2:54]1.C[N:71]([CH:73]=[O:74])C. The catalyst is O. The product is [F:29][C:20]1[CH:21]=[C:22]([C:25]([F:26])([F:27])[F:28])[CH:23]=[CH:24][C:19]=1[C@H:15]([NH:71][C:73]([N:67]1[CH2:68][CH2:69][C:63]2[CH:62]=[N:61][C:60]([NH:59][CH:56]3[CH2:55][CH2:54][O:53][CH2:58][CH2:57]3)=[N:65][C:64]=2[CH2:66]1)=[O:74])[C@H:9]1[N:8]([C:6]([O:5][C:1]([CH3:4])([CH3:3])[CH3:2])=[O:7])[C:12]([CH3:14])([CH3:13])[CH2:11][CH2:10]1. The yield is 0.749. (5) The catalyst is CO.[OH-].[OH-].[Pd+2]. The product is [NH2:21][C:10]1[C:9]([OH:8])=[CH:14][C:13]([C:15]2[CH:20]=[CH:19][CH:18]=[CH:17][CH:16]=2)=[CH:12][N:11]=1. The reactants are C([O:8][C:9]1[C:10]([NH2:21])=[N:11][CH:12]=[C:13]([C:15]2[CH:20]=[CH:19][CH:18]=[CH:17][CH:16]=2)[CH:14]=1)C1C=CC=CC=1. The yield is 0.930.